From a dataset of Reaction yield outcomes from USPTO patents with 853,638 reactions. Predict the reaction yield, written as a fraction of the theoretical maximum amount of product (1.0 means a 100% yield; for example, 0.34 means a 34% yield). The reactants are Br[C:2]1[C:11]2[C:6](=[CH:7][CH:8]=[C:9]([Cl:12])[CH:10]=2)[CH:5]=[CH:4][C:3]=1[CH3:13].C([Li])CCC.CN(C)[CH:21]=[O:22]. The catalyst is O1CCCC1. The product is [Cl:12][C:9]1[CH:10]=[C:11]2[C:6]([CH:5]=[CH:4][C:3]([CH3:13])=[C:2]2[CH:21]=[O:22])=[CH:7][CH:8]=1. The yield is 0.430.